From a dataset of Reaction yield outcomes from USPTO patents with 853,638 reactions. Predict the reaction yield, written as a fraction of the theoretical maximum amount of product (1.0 means a 100% yield; for example, 0.34 means a 34% yield). (1) The reactants are C(OC(=O)[NH:7][C@@H:8]1[C@H:13]([NH:14][C:15]2[N:16]=[CH:17][C:18]3[S:23][CH:22]=[C:21]([C:24](=[O:36])[NH:25][C:26]4[C:34]5[N:33]=[CH:32][N:31]([CH3:35])[C:30]=5[CH:29]=[CH:28][CH:27]=4)[C:19]=3[N:20]=2)[CH2:12][CH2:11][O:10][CH2:9]1)(C)(C)C.[ClH:38]. The catalyst is O1CCOCC1. The product is [ClH:38].[CH3:35][N:31]1[C:30]2[CH:29]=[CH:28][CH:27]=[C:26]([NH:25][C:24]([C:21]3[C:19]4[N:20]=[C:15]([NH:14][C@@H:13]5[CH2:12][CH2:11][O:10][CH2:9][C@@H:8]5[NH2:7])[N:16]=[CH:17][C:18]=4[S:23][CH:22]=3)=[O:36])[C:34]=2[N:33]=[CH:32]1. The yield is 1.00. (2) The reactants are [F:1][C:2]1[CH:7]=[CH:6][C:5]([C:8]2[C:9]3[CH:21]=[CH:20][C:19](=[O:22])[N:18]([C:23]4[CH:28]=[CH:27][CH:26]=[CH:25][C:24]=4[CH3:29])[C:10]=3[N:11]=[C:12](S(C)(=O)=O)[N:13]=2)=[C:4]([CH3:30])[CH:3]=1.[CH:31]1([NH2:37])[CH2:36][CH2:35][CH2:34][CH2:33][CH2:32]1. No catalyst specified. The product is [CH:31]1([NH:37][C:12]2[N:13]=[C:8]([C:5]3[CH:6]=[CH:7][C:2]([F:1])=[CH:3][C:4]=3[CH3:30])[C:9]3[CH:21]=[CH:20][C:19](=[O:22])[N:18]([C:23]4[CH:28]=[CH:27][CH:26]=[CH:25][C:24]=4[CH3:29])[C:10]=3[N:11]=2)[CH2:36][CH2:35][CH2:34][CH2:33][CH2:32]1. The yield is 0.480. (3) The reactants are [CH3:1][C:2]1[CH:3]=[CH:4][CH:5]=[CH:6][C:7]=1[NH2:8].CCN(CC)CC.[CH3:16][C:17]([CH3:22])([CH3:21])[C:18](Cl)=[O:19]. The catalyst is C(Cl)Cl. The product is [CH3:16][C:17]([CH3:22])([CH3:21])[C:18]([NH:8][C:7]1[CH:6]=[CH:5][CH:4]=[CH:3][C:2]=1[CH3:1])=[O:19]. The yield is 0.920. (4) The reactants are Cl.[CH3:2][O:3][C:4](=[O:13])[C:5]1[CH:10]=[CH:9][C:8]([CH2:11][NH2:12])=[CH:7][CH:6]=1.CCN(C(C)C)C(C)C.Cl.[N:24]1([C:29](N)=[NH:30])C=CC=N1. The catalyst is CN(C=O)C. The product is [CH3:2][O:3][C:4](=[O:13])[C:5]1[CH:10]=[CH:9][C:8]([CH2:11][NH:12][C:29]([NH2:30])=[NH:24])=[CH:7][CH:6]=1. The yield is 0.770.